This data is from Catalyst prediction with 721,799 reactions and 888 catalyst types from USPTO. The task is: Predict which catalyst facilitates the given reaction. (1) Reactant: [S:1](=[O:5])(=O)([OH:3])[OH:2].[CH3:6][C:7]1[O:8][C:9]2[CH:15]=[CH:14][CH:13]=[CH:12][C:10]=2[N:11]=1.OS(O)(=O)=O.O=S(=O)=O. Product: [CH3:6][C:7]1[O:8][C:9]2[CH:15]=[C:14]([S:1]([OH:3])(=[O:5])=[O:2])[CH:13]=[CH:12][C:10]=2[N:11]=1. The catalyst class is: 21. (2) Reactant: [C:1]([O:5][C:6]([NH:8][C@@H:9]([CH2:13][CH2:14][C:15]1[N:19]([CH3:20])[C:18]2[CH:21]=[CH:22][CH:23]=[CH:24][C:17]=2[N:16]=1)[C:10](O)=[O:11])=[O:7])([CH3:4])([CH3:3])[CH3:2].CCN=C=NCCCN(C)C.Cl.C1C=CC2N(O)N=NC=2C=1.[C:47]([O:66][NH2:67])([C:60]1[CH:65]=[CH:64][CH:63]=[CH:62][CH:61]=1)([C:54]1[CH:59]=[CH:58][CH:57]=[CH:56][CH:55]=1)[C:48]1[CH:53]=[CH:52][CH:51]=[CH:50][CH:49]=1. Product: [C:1]([O:5][C:6]([NH:8][C@@H:9]([CH2:13][CH2:14][C:15]1[N:19]([CH3:20])[C:18]2[CH:21]=[CH:22][CH:23]=[CH:24][C:17]=2[N:16]=1)[C:10]([NH:67][O:66][C:47]([C:48]1[CH:53]=[CH:52][CH:51]=[CH:50][CH:49]=1)([C:60]1[CH:61]=[CH:62][CH:63]=[CH:64][CH:65]=1)[C:54]1[CH:55]=[CH:56][CH:57]=[CH:58][CH:59]=1)=[O:11])=[O:7])([CH3:2])([CH3:3])[CH3:4]. The catalyst class is: 22. (3) Reactant: [F:1][C:2]1[CH:7]=[CH:6][C:5]([N:8]2[C:16]3[CH:15]=[CH:14][CH:13]=[C:12]([C:17]([OH:19])=O)[C:11]=3[CH:10]=[N:9]2)=[CH:4][CH:3]=1.C1CN([P+](ON2N=NC3C=CC=CC2=3)(N2CCCC2)N2CCCC2)CC1.F[P-](F)(F)(F)(F)F.C(N(CC)CC)C.[NH2:60][CH2:61][C:62]1[CH:67]=[CH:66][C:65]([S:68]([NH:71][CH3:72])(=[O:70])=[O:69])=[CH:64][CH:63]=1. Product: [CH3:72][NH:71][S:68]([C:65]1[CH:66]=[CH:67][C:62]([CH2:61][NH:60][C:17]([C:12]2[C:11]3[CH:10]=[N:9][N:8]([C:5]4[CH:4]=[CH:3][C:2]([F:1])=[CH:7][CH:6]=4)[C:16]=3[CH:15]=[CH:14][CH:13]=2)=[O:19])=[CH:63][CH:64]=1)(=[O:69])=[O:70]. The catalyst class is: 3.